This data is from Reaction yield outcomes from USPTO patents with 853,638 reactions. The task is: Predict the reaction yield, written as a fraction of the theoretical maximum amount of product (1.0 means a 100% yield; for example, 0.34 means a 34% yield). (1) The product is [CH:62]1([C@H:61]2[C@H:60]([CH3:59])[C@@H:14]([NH:17][C:18](=[O:27])[O:19][CH2:20][C:21]3[CH:22]=[CH:23][CH:24]=[CH:25][CH:26]=3)[C:15]3[C:5](=[CH:4][CH:3]=[C:2]([F:1])[CH:16]=3)[NH:6]2)[CH2:63][CH2:58]1. The reactants are [F:1][C:2]1C=C[C:5]([NH2:6])=[CH:4][CH:3]=1.C1(C=O)CC1.[CH:14](/[NH:17][C:18](=[O:27])[O:19][CH2:20][C:21]1[CH:26]=[CH:25][CH:24]=[CH:23][CH:22]=1)=[CH:15]\[CH3:16].Cl[C:58]1[CH:63]=[CH:62][C:61]([C:58]2[C:63]3OP(=O)(O)O[C:58]4[C:63]([C:58]5[CH:63]=[CH:62][C:61](Cl)=[CH:60][CH:59]=5)=[CH:62][C:61]5CCCC[C:60]=5[C:59]=4[C:62]=3[C:61]3CCCC[C:60]=3[CH:59]=2)=[CH:60][CH:59]=1. The yield is 0.270. The catalyst is C(Cl)Cl.C1CCCCC1. (2) The reactants are Cl.[NH2:2][C:3]1[CH:8]=[CH:7][C:6]([NH:9][C:10]2[C:19]3[C:14](=[CH:15][CH:16]=[CH:17][CH:18]=3)[N:13]=[C:12]3[N:20]([CH3:24])[N:21]=[C:22]([CH3:23])[C:11]=23)=[CH:5][CH:4]=1.CO.N([O-])=O.[Na+].[N-:31]=[N+:32]=[N-].[Na+]. The catalyst is Cl.O. The product is [N:2]([C:3]1[CH:4]=[CH:5][C:6]([NH:9][C:10]2[C:19]3[C:14](=[CH:15][CH:16]=[CH:17][CH:18]=3)[N:13]=[C:12]3[N:20]([CH3:24])[N:21]=[C:22]([CH3:23])[C:11]=23)=[CH:7][CH:8]=1)=[N+:31]=[N-:32]. The yield is 0.460. (3) The reactants are [O:1]1[C:5]2[CH:6]=[CH:7][C:8]([C:10]3([C:13]([NH:15][C:16]4[CH:17]=[C:18]([C:23]5[CH:28]=[CH:27][C:26]([CH2:29][NH:30][CH3:31])=[CH:25][CH:24]=5)[C:19]([CH3:22])=[CH:20][CH:21]=4)=[O:14])[CH2:12][CH2:11]3)=[CH:9][C:4]=2[O:3][CH2:2]1.[CH3:32][S:33](Cl)(=[O:35])=[O:34].CCN(CC)CC. The catalyst is CN(C)C=O. The product is [O:1]1[C:5]2[CH:6]=[CH:7][C:8]([C:10]3([C:13]([NH:15][C:16]4[CH:17]=[C:18]([C:23]5[CH:24]=[CH:25][C:26]([CH2:29][N:30]([CH3:31])[S:33]([CH3:32])(=[O:35])=[O:34])=[CH:27][CH:28]=5)[C:19]([CH3:22])=[CH:20][CH:21]=4)=[O:14])[CH2:11][CH2:12]3)=[CH:9][C:4]=2[O:3][CH2:2]1. The yield is 0.640. (4) The reactants are Br[C:2]1[O:6][C:5]([CH:7]=O)=[CH:4][CH:3]=1.C[C:10]1([CH3:23])[C:15]([CH3:17])(C)[CH:14]=[N:13][C:12](B2OCCO2)=[CH:11]1.[C:24](=[O:27])([O-])[O-].[K+].[K+].CN(C)[CH:32]=[O:33]. The catalyst is O.ClCCl.[Pd].ClC1C=C[C-](P(C2C=CC=CC=2)C2C=CC=CC=2)C=1Cl.[C-]1(P(C2C=CC=CC=2)C2C=CC=CC=2)C=CC=C1.[Fe+2]. The product is [CH2:10]([C:15]1[CH:17]=[C:7]([C:5]2[O:6][C:2]([CH:24]=[O:27])=[CH:3][CH:4]=2)[C:12]([CH3:11])=[N:13][C:14]=1[O:33][CH3:32])[CH3:23]. The yield is 1.03. (5) The reactants are [Cl:1][C:2]1[C:7]([N:8]2[C:12]([S:13]([C:16]3[CH:21]=[CH:20][CH:19]=[CH:18][CH:17]=3)(=[O:15])=[O:14])=[CH:11][C:10]([CH2:22][OH:23])=[N:9]2)=[CH:6][CH:5]=[CH:4][N:3]=1. The catalyst is C1(C)C=CC=CC=1.CC(C)=O.[O-2].[O-2].[Mn+4]. The product is [Cl:1][C:2]1[C:7]([N:8]2[C:12]([S:13]([C:16]3[CH:21]=[CH:20][CH:19]=[CH:18][CH:17]=3)(=[O:15])=[O:14])=[CH:11][C:10]([CH:22]=[O:23])=[N:9]2)=[CH:6][CH:5]=[CH:4][N:3]=1. The yield is 0.780. (6) The reactants are [CH3:1][C:2]1[S:6][C:5]([C:7]2[CH:12]=[CH:11][C:10]([C:13]([F:16])([F:15])[F:14])=[CH:9][CH:8]=2)=[N:4][C:3]=1[CH2:17][CH2:18][NH2:19].[CH3:20][O:21][C:22](=[O:36])[C:23]1[CH:28]=[C:27]([S:29](Cl)(=[O:31])=[O:30])[CH:26]=[CH:25][C:24]=1[CH:33]([CH3:35])[CH3:34].CN(C)C=O.C(=O)(O)[O-].[Na+]. The catalyst is CC(C)=O.O. The product is [CH3:20][O:21][C:22](=[O:36])[C:23]1[CH:28]=[C:27]([S:29](=[O:30])(=[O:31])[NH:19][CH2:18][CH2:17][C:3]2[N:4]=[C:5]([C:7]3[CH:8]=[CH:9][C:10]([C:13]([F:16])([F:15])[F:14])=[CH:11][CH:12]=3)[S:6][C:2]=2[CH3:1])[CH:26]=[CH:25][C:24]=1[CH:33]([CH3:34])[CH3:35]. The yield is 0.610.